Dataset: Full USPTO retrosynthesis dataset with 1.9M reactions from patents (1976-2016). Task: Predict the reactants needed to synthesize the given product. (1) The reactants are: [N+:1]([C:4]1[CH:13]=[C:8]([C:9]([O:11][CH3:12])=[O:10])[C:7]([OH:14])=[CH:6][CH:5]=1)([O-:3])=[O:2].N1C=CN=C1.[C:20]([Si:24](Cl)([CH3:26])[CH3:25])([CH3:23])([CH3:22])[CH3:21].O. Given the product [CH3:12][O:11][C:9](=[O:10])[C:8]1[CH:13]=[C:4]([N+:1]([O-:3])=[O:2])[CH:5]=[CH:6][C:7]=1[O:14][Si:24]([C:20]([CH3:23])([CH3:22])[CH3:21])([CH3:26])[CH3:25], predict the reactants needed to synthesize it. (2) Given the product [CH3:27][Si:28]([CH3:30])([CH3:29])[O:1][C@H:2]([CH2:6][CH2:7][CH2:8][CH2:9][CH2:10][CH2:11][CH2:12][CH2:13][CH2:14][CH2:15][CH3:16])[CH2:3][C:4]#[N:5], predict the reactants needed to synthesize it. The reactants are: [OH:1][C@H:2]([CH2:6][CH2:7][CH2:8][CH2:9][CH2:10][CH2:11][CH2:12][CH2:13][CH2:14][CH2:15][CH3:16])[CH2:3][C:4]#[N:5].C(Cl)Cl.C(N(CC)CC)C.[CH3:27][Si:28](Cl)([CH3:30])[CH3:29]. (3) Given the product [CH3:19][C:13]1[CH:14]=[N:15][C:16]2[C:17](=[O:18])[NH:8][CH:9]=[CH:10][C:11]=2[C:12]=1[C:20]1[CH:21]=[C:22]2[C:27](=[CH:28][CH:29]=1)[N:26]=[C:25]([NH:30][CH3:31])[N:24]=[CH:23]2, predict the reactants needed to synthesize it. The reactants are: COC1C=CC(C[N:8]2[C:17](=[O:18])[C:16]3[N:15]=[CH:14][C:13]([CH3:19])=[C:12]([C:20]4[CH:21]=[C:22]5[C:27](=[CH:28][CH:29]=4)[N:26]=[C:25]([NH:30][CH3:31])[N:24]=[CH:23]5)[C:11]=3[CH:10]=[CH:9]2)=CC=1.C(O)(C(F)(F)F)=O.Cl. (4) The reactants are: CCN(S(F)(F)[F:7])CC.[Br:10][C:11]1[CH:12]=[CH:13][C:14]2[N:15]([CH2:25][CH:26](O)[CH2:27][NH:28][C:29]3[CH:34]=[CH:33][CH:32]=[C:31]([O:35][CH3:36])[CH:30]=3)[C:16]3[C:21]([C:22]=2[CH:23]=1)=[CH:20][C:19]([Br:24])=[CH:18][CH:17]=3. Given the product [Br:10][C:11]1[CH:12]=[CH:13][C:14]2[N:15]([CH2:25][CH:26]([F:7])[CH2:27][NH:28][C:29]3[CH:34]=[CH:33][CH:32]=[C:31]([O:35][CH3:36])[CH:30]=3)[C:16]3[C:21]([C:22]=2[CH:23]=1)=[CH:20][C:19]([Br:24])=[CH:18][CH:17]=3, predict the reactants needed to synthesize it. (5) Given the product [CH2:1]([N:5]([CH2:19][CH2:20][CH2:21][CH3:22])[CH2:6][CH2:7][CH2:8][O:9][C:10]1[CH:18]=[CH:17][C:13]([C:14]([N:25]([CH3:26])[CH3:24])=[O:15])=[CH:12][CH:11]=1)[CH2:2][CH2:3][CH3:4], predict the reactants needed to synthesize it. The reactants are: [CH2:1]([N:5]([CH2:19][CH2:20][CH2:21][CH3:22])[CH2:6][CH2:7][CH2:8][O:9][C:10]1[CH:18]=[CH:17][C:13]([C:14](Cl)=[O:15])=[CH:12][CH:11]=1)[CH2:2][CH2:3][CH3:4].Cl.[CH3:24][NH:25][CH3:26].C[Si](Cl)(C)C.O. (6) Given the product [Cl:1][C:2]1[C:7]([Cl:8])=[C:6]([Cl:9])[N:5]=[C:4]([C:10]([Cl:15])=[O:12])[CH:3]=1, predict the reactants needed to synthesize it. The reactants are: [Cl:1][C:2]1[C:7]([Cl:8])=[C:6]([Cl:9])[N:5]=[C:4]([C:10]([OH:12])=O)[CH:3]=1.S(Cl)([Cl:15])=O. (7) Given the product [CH2:12]([O:14][C:15](=[O:18])[CH2:16][CH:4]([C:3](=[O:9])[CH2:2][CH3:1])[C:5](=[O:8])[CH2:6][CH3:7])[CH3:13], predict the reactants needed to synthesize it. The reactants are: [CH3:1][CH2:2][C:3](=[O:9])[CH2:4][C:5](=[O:8])[CH2:6][CH3:7].[H-].[Na+].[CH2:12]([O:14][C:15](=[O:18])[CH2:16]Br)[CH3:13]. (8) Given the product [CH3:19][C:9]1[CH:14]=[CH:13][C:12]([S:15]([O:8][CH2:7][CH:3]2[CH2:4][CH2:5][CH2:6][O:1][CH2:2]2)(=[O:17])=[O:16])=[CH:11][CH:10]=1, predict the reactants needed to synthesize it. The reactants are: [O:1]1[CH2:6][CH2:5][CH2:4][CH:3]([CH2:7][OH:8])[CH2:2]1.[C:9]1([CH3:19])[CH:14]=[CH:13][C:12]([S:15](Cl)(=[O:17])=[O:16])=[CH:11][CH:10]=1. (9) Given the product [Br:1][C:2]1[CH:7]=[N:6][C:5]([NH:8][C:9]2[CH:14]=[CH:13][C:12]([F:15])=[C:11]([OH:16])[CH:10]=2)=[N:4][CH:3]=1, predict the reactants needed to synthesize it. The reactants are: [Br:1][C:2]1[CH:3]=[N:4][C:5]([NH:8][C:9]2[CH:14]=[CH:13][C:12]([F:15])=[C:11]([O:16]C)[CH:10]=2)=[N:6][CH:7]=1.B(Br)(Br)Br.